This data is from Full USPTO retrosynthesis dataset with 1.9M reactions from patents (1976-2016). The task is: Predict the reactants needed to synthesize the given product. (1) Given the product [C:28]([C:27]1[C:16]([NH:15][C:12]([C:3]2[C:2](=[O:1])[C:11]3[C:6](=[CH:7][CH:8]=[CH:9][CH:10]=3)[NH:5][CH:4]=2)=[O:14])=[CH:17][C:18]([OH:22])=[C:19]([C:20]([CH3:25])([CH3:24])[C:21]([OH:36])=[O:23])[CH:26]=1)([CH3:31])([CH3:30])[CH3:29], predict the reactants needed to synthesize it. The reactants are: [O:1]=[C:2]1[C:11]2[C:6](=[CH:7][CH:8]=[CH:9][CH:10]=2)[NH:5][CH:4]=[C:3]1[C:12]([OH:14])=O.[NH2:15][C:16]1[C:27]([C:28]([CH3:31])([CH3:30])[CH3:29])=[CH:26][C:19]2[C:20]([CH3:25])([CH3:24])[C:21](=[O:23])[O:22][C:18]=2[CH:17]=1.C(P1(=O)OP(CCC)(=O)OP(CCC)(=O)[O:36]1)CC.N1C=CC=CC=1.[Li+].[OH-].Cl. (2) Given the product [Cl:1][C:2]1[CH:3]=[C:4]([N:12]([C@H:13]2[CH2:14][CH2:15][C@H:16]([N:19]([CH3:21])[CH3:20])[CH2:17][CH2:18]2)[CH2:22][CH3:23])[C:5]([CH3:11])=[C:6]([CH:10]=1)[C:7]([NH:24][CH2:25][C:26]1[C:31](=[O:32])[N:30]2[NH:33][CH:34]=[CH:35][C:29]2=[N:28][C:27]=1[CH3:36])=[O:9], predict the reactants needed to synthesize it. The reactants are: [Cl:1][C:2]1[CH:3]=[C:4]([N:12]([CH2:22][CH3:23])[C@H:13]2[CH2:18][CH2:17][C@H:16]([N:19]([CH3:21])[CH3:20])[CH2:15][CH2:14]2)[C:5]([CH3:11])=[C:6]([CH:10]=1)[C:7]([OH:9])=O.[NH2:24][CH2:25][C:26]1[C:31](=[O:32])[N:30]2[NH:33][CH:34]=[CH:35][C:29]2=[N:28][C:27]=1[CH3:36].C(N(CC)CC)C.C1CN([P+](ON2N=NC3C=CC=CC2=3)(N2CCCC2)N2CCCC2)CC1.F[P-](F)(F)(F)(F)F. (3) The reactants are: [N+:1]([C:4]1[N:8]2[N:9]=[C:10]([NH:13][C@H:14]3[CH2:19][CH2:18][C@H:17]([OH:20])[CH2:16][CH2:15]3)[CH:11]=[CH:12][C:7]2=[N:6][CH:5]=1)([O-])=O.O.[OH-].[NH4+]. Given the product [NH2:1][C:4]1[N:8]2[N:9]=[C:10]([NH:13][C@H:14]3[CH2:19][CH2:18][C@H:17]([OH:20])[CH2:16][CH2:15]3)[CH:11]=[CH:12][C:7]2=[N:6][CH:5]=1, predict the reactants needed to synthesize it.